Task: Predict which catalyst facilitates the given reaction.. Dataset: Catalyst prediction with 721,799 reactions and 888 catalyst types from USPTO (1) Reactant: [CH3:1][C:2]1[CH:8]=[CH:7][CH:6]=[C:5]([CH3:9])[C:3]=1[NH2:4].[Al+3].[Cl-].[Cl-].[Cl-].[Al].[C:15]1([C:39]2[CH:44]=[CH:43][CH:42]=[CH:41][CH:40]=2)[CH:20]=[CH:19][CH:18]=[CH:17][C:16]=1[C:21]1O[C:23]([C:26]2[CH:27]=[C:28]([C:32]3[CH:37]=[CH:36][CH:35]=[CH:34][C:33]=3[CH3:38])[CH:29]=[CH:30][CH:31]=2)=[N:24][N:25]=1. Product: [C:15]1([C:39]2[CH:40]=[CH:41][CH:42]=[CH:43][CH:44]=2)[CH:20]=[CH:19][CH:18]=[CH:17][C:16]=1[C:21]1[N:4]([C:3]2[C:5]([CH3:9])=[CH:6][CH:7]=[CH:8][C:2]=2[CH3:1])[C:23]([C:26]2[CH:27]=[C:28]([C:32]3[CH:37]=[CH:36][CH:35]=[CH:34][C:33]=3[CH3:38])[CH:29]=[CH:30][CH:31]=2)=[N:24][N:25]=1. The catalyst class is: 514. (2) Reactant: [CH:1]([NH:4][CH3:5])([CH3:3])[CH3:2].[OH-].[K+].[N+:8]([C:11]1[CH:16]=[CH:15][CH:14]=[CH:13][C:12]=1[S:17](Cl)(=[O:19])=[O:18])([O-:10])=[O:9]. Product: [CH:1]([N:4]([CH3:5])[S:17]([C:12]1[CH:13]=[CH:14][CH:15]=[CH:16][C:11]=1[N+:8]([O-:10])=[O:9])(=[O:18])=[O:19])([CH3:3])[CH3:2]. The catalyst class is: 90.